This data is from Full USPTO retrosynthesis dataset with 1.9M reactions from patents (1976-2016). The task is: Predict the reactants needed to synthesize the given product. (1) The reactants are: Br[C:2]1[CH:7]=[CH:6][C:5]([CH3:8])=[CH:4][C:3]=1[CH2:9][O:10]COC.FC1C=CC2[B:22](O)[O:21]CC=2C=1. Given the product [OH:21][B:22]1[C:2]2[CH:7]=[CH:6][C:5]([CH3:8])=[CH:4][C:3]=2[CH2:9][O:10]1, predict the reactants needed to synthesize it. (2) The reactants are: [Cl:1][C:2]1[CH:3]=[C:4]([CH:8]([NH:14][C:15](=O)C)[CH2:9][CH2:10][N:11](C)[CH3:12])[CH:5]=[CH:6][CH:7]=1.[OH-].[Na+]. Given the product [Cl:1][C:2]1[CH:3]=[C:4]([CH:8]([NH:14][CH3:15])[CH2:9][CH2:10][NH:11][CH3:12])[CH:5]=[CH:6][CH:7]=1, predict the reactants needed to synthesize it.